From a dataset of Reaction yield outcomes from USPTO patents with 853,638 reactions. Predict the reaction yield, written as a fraction of the theoretical maximum amount of product (1.0 means a 100% yield; for example, 0.34 means a 34% yield). (1) The reactants are [O-]CC.[Na+].C([O:7][CH:8]=[C:9]([C:15](OCC)=O)[C:10]([O:12][CH2:13][CH3:14])=[O:11])C.O.[NH2:21][NH2:22].Cl. The catalyst is C(O)C.O. The product is [CH2:13]([O:12][C:10]([C:9]1[C:8](=[O:7])[NH:21][NH:22][CH:15]=1)=[O:11])[CH3:14]. The yield is 0.800. (2) The reactants are [CH3:1][C:2]1[CH:3]=[C:4]([CH2:11][CH:12]([NH:16][C:17]([N:19]2[CH2:24][CH2:23][CH:22]([N:25]3[CH2:34][C:33]4[C:28](=[CH:29][CH:30]=[CH:31][CH:32]=4)[NH:27][C:26]3=[O:35])[CH2:21][CH2:20]2)=[O:18])[C:13](O)=[O:14])[CH:5]=[C:6]2[C:10]=1[NH:9][N:8]=[CH:7]2.[CH:36]([N:39]([CH:42]([CH3:44])[CH3:43])[CH2:40][CH3:41])([CH3:38])C.C1[CH2:49][N:48]([P+](ON2N=NC3C=CC=CC2=3)(N2CCCC2)N2CCCC2)[CH2:47]C1.F[P-](F)(F)(F)(F)F.[CH3:78]N(C)C=O.C(Cl)Cl. No catalyst specified. The product is [N:39]1([CH:42]2[CH2:43][CH2:49][N:48]([C:13](=[O:14])[CH:12]([NH:16][C:17]([N:19]3[CH2:24][CH2:23][CH:22]([N:25]4[CH2:34][C:33]5[C:28](=[CH:29][CH:30]=[CH:31][CH:32]=5)[NH:27][C:26]4=[O:35])[CH2:21][CH2:20]3)=[O:18])[CH2:11][C:4]3[CH:5]=[C:6]4[C:10](=[C:2]([CH3:1])[CH:3]=3)[NH:9][N:8]=[CH:7]4)[CH2:47][CH2:44]2)[CH2:36][CH2:38][CH2:78][CH2:41][CH2:40]1. The yield is 0.930. (3) The reactants are [I-].[Na+].Br[CH2:4][CH2:5][CH2:6][O:7][CH:8]1[CH2:13][CH2:12][CH2:11][CH2:10][O:9]1.[N:14]1[CH:19]=[CH:18][CH:17]=[C:16]([CH2:20][CH2:21][NH:22][CH2:23][C:24]2[CH:29]=[CH:28][N:27]=[CH:26][CH:25]=2)[CH:15]=1.C(N(C(C)C)C(C)C)C. The catalyst is C(OCC)(=O)C.O.CN(C=O)C. The product is [N:14]1[CH:19]=[CH:18][CH:17]=[C:16]([CH2:20][CH2:21][N:22]([CH2:23][C:24]2[CH:25]=[CH:26][N:27]=[CH:28][CH:29]=2)[CH2:4][CH2:5][CH2:6][O:7][CH:8]2[CH2:13][CH2:12][CH2:11][CH2:10][O:9]2)[CH:15]=1. The yield is 0.130.